Task: Predict the reactants needed to synthesize the given product.. Dataset: Full USPTO retrosynthesis dataset with 1.9M reactions from patents (1976-2016) (1) Given the product [CH3:1][O:2][C:3](=[O:37])[CH:4]([N:16]1[CH2:21][CH2:20][NH:19][CH:18]([CH2:34][O:35][CH3:36])[CH2:17]1)[CH2:5][C:6]1[CH:15]=[CH:14][C:13]2[C:8](=[CH:9][CH:10]=[CH:11][CH:12]=2)[CH:7]=1, predict the reactants needed to synthesize it. The reactants are: [CH3:1][O:2][C:3](=[O:37])[CH:4]([N:16]1[CH2:21][CH2:20][N:19](S(C2C=CC=CC=2[N+]([O-])=O)(=O)=O)[CH:18]([CH2:34][O:35][CH3:36])[CH2:17]1)[CH2:5][C:6]1[CH:15]=[CH:14][C:13]2[C:8](=[CH:9][CH:10]=[CH:11][CH:12]=2)[CH:7]=1.C(=O)([O-])[O-].[K+].[K+].SC1C=CC(O)=CC=1.Cl. (2) Given the product [Cl:1][C:2]1[C:10]2[CH:9]([CH2:11][C:12]([O:14][CH2:15][CH3:16])=[O:13])[O:8][B:7]([OH:17])[C:6]=2[CH:5]=[C:4]([O:18][S:22]([CH3:21])(=[O:24])=[O:23])[CH:3]=1, predict the reactants needed to synthesize it. The reactants are: [Cl:1][C:2]1[C:10]2[CH:9]([CH2:11][C:12]([O:14][CH2:15][CH3:16])=[O:13])[O:8][B:7]([OH:17])[C:6]=2[CH:5]=[C:4]([OH:18])[CH:3]=1.[H-].[Na+].[CH3:21][S:22](Cl)(=[O:24])=[O:23]. (3) Given the product [C:55]([O:59][C:60](=[O:68])[CH2:48][N:45]1[CH:46]=[CH:47][C:43]([NH:42][C:40](=[O:41])[C@@H:39]([C:31]2[CH:32]=[CH:33][C:34]([S:35]([CH3:38])(=[O:37])=[O:36])=[C:29]([Cl:28])[CH:30]=2)[CH2:49][CH:50]2[CH2:51][CH2:52][CH2:53][CH2:54]2)=[N:44]1)([CH3:58])([CH3:57])[CH3:56], predict the reactants needed to synthesize it. The reactants are: C1(P(C2C=CC=CC=2)C2C=CC=CC=2)C=CC=CC=1.BrN1C(=O)CCC1=O.[Cl:28][C:29]1[CH:30]=[C:31]([C@@H:39]([CH2:49][CH:50]2[CH2:54][CH2:53][CH2:52][CH2:51]2)[C:40]([NH:42][C:43]2[CH:47]=[CH:46][N:45]([CH3:48])[N:44]=2)=[O:41])[CH:32]=[CH:33][C:34]=1[S:35]([CH3:38])(=[O:37])=[O:36].[C:55]([O:59][C:60](=[O:68])CN1C=CC(N)=N1)([CH3:58])([CH3:57])[CH3:56].N1C=CC=CC=1. (4) Given the product [CH2:16]([C:18]1[N:19]=[N+:20]([O-:38])[C:21]2[CH:27]=[CH:26][C:25]([O:28][CH2:29][CH2:30][CH2:31][N:32]3[CH2:33][CH2:34][O:35][CH2:36][CH2:37]3)=[CH:24][C:22]=2[N+:23]=1[O-:6])[CH3:17], predict the reactants needed to synthesize it. The reactants are: OO.FC(F)(F)C(OC(=O)C(F)(F)F)=[O:6].[CH2:16]([C:18]1[N:19]=[N+:20]([O-:38])[C:21]2[CH:27]=[CH:26][C:25]([O:28][CH2:29][CH2:30][CH2:31][N:32]3[CH2:37][CH2:36][O:35][CH2:34][CH2:33]3)=[CH:24][C:22]=2[N:23]=1)[CH3:17].FC(F)(F)C(O)=O. (5) Given the product [NH2:20][C@@H:7]([CH2:6][CH:1]1[CH2:2][CH2:3][CH2:4][CH2:5]1)[CH2:8][N:9]([CH3:19])[C:10](=[O:11])[O:12][CH2:13][C:14]1[CH:4]=[CH:5][CH:1]=[CH:2][CH:3]=1, predict the reactants needed to synthesize it. The reactants are: [CH:1]1([CH2:6][C@H:7]([NH:20]C(=O)OC(C)(C)C)[CH2:8][N:9]([CH3:19])[C:10]([O:12][CH2:13][CH2:14][Si](C)(C)C)=[O:11])[CH2:5][CH2:4][CH2:3][CH2:2]1.C([O-])(O)=O.[Na+].